This data is from Reaction yield outcomes from USPTO patents with 853,638 reactions. The task is: Predict the reaction yield, written as a fraction of the theoretical maximum amount of product (1.0 means a 100% yield; for example, 0.34 means a 34% yield). (1) The reactants are [CH3:1][C:2]1[CH:7]=[CH:6][C:5]([C:8]2[O:9][CH:10]=[N:11][N:12]=2)=[CH:4][C:3]=1[C:13]1[CH:14]=[CH:15][C:16]([NH2:19])=[N:17][CH:18]=1.C(Cl)Cl.[F:23][C:24]1[CH:32]=[CH:31][CH:30]=[C:29]([F:33])[C:25]=1[C:26](Cl)=[O:27]. The catalyst is CO. The product is [F:23][C:24]1[CH:32]=[CH:31][CH:30]=[C:29]([F:33])[C:25]=1[C:26]([NH:19][C:16]1[CH:15]=[CH:14][C:13]([C:3]2[CH:4]=[C:5]([C:8]3[O:9][CH:10]=[N:11][N:12]=3)[CH:6]=[CH:7][C:2]=2[CH3:1])=[CH:18][N:17]=1)=[O:27]. The yield is 0.750. (2) The reactants are [CH:1]1[C:9]2[C:8]3[CH:10]=[CH:11][CH:12]=[CH:13][C:7]=3[S:6][C:5]=2[CH:4]=[CH:3][CH:2]=1.C([Li])(C)(C)C.C([Mg]Br)C.[O:23]=O. The catalyst is C1COCC1. The product is [CH:1]1[C:9]2[C:8]3[CH:10]=[CH:11][CH:12]=[CH:13][C:7]=3[S:6][C:5]=2[C:4]([OH:23])=[CH:3][CH:2]=1. The yield is 0.960. (3) The reactants are N[C:2]1[CH:3]=[C:4]2[C:8](=[CH:9][CH:10]=1)[NH:7][N:6]=[CH:5]2.Cl.N([O-])=O.[Na+].[I-:16].[K+]. The catalyst is O. The product is [I:16][C:2]1[CH:3]=[C:4]2[C:8](=[CH:9][CH:10]=1)[NH:7][N:6]=[CH:5]2. The yield is 0.750.